Dataset: Catalyst prediction with 721,799 reactions and 888 catalyst types from USPTO. Task: Predict which catalyst facilitates the given reaction. Reactant: [Cl:1][C:2]1[CH:7]=[C:6]([N+:8]([O-:10])=[O:9])[CH:5]=[CH:4][C:3]=1[C:11]([CH3:15])([CH3:14])[CH2:12][NH2:13].[C:16](Cl)(=[O:18])[CH3:17].C(N(CC)CC)C. Product: [Cl:1][C:2]1[CH:7]=[C:6]([N+:8]([O-:10])=[O:9])[CH:5]=[CH:4][C:3]=1[C:11]([CH3:15])([CH3:14])[CH2:12][NH:13][C:16](=[O:18])[CH3:17]. The catalyst class is: 2.